This data is from Forward reaction prediction with 1.9M reactions from USPTO patents (1976-2016). The task is: Predict the product of the given reaction. Given the reactants Br[CH:2]1[CH:6]2[O:7][C:8](=[O:11])[CH:9]3[CH2:10][CH:3]1[CH2:4][CH:5]23.[OH-:12].[Na+], predict the reaction product. The product is: [O:12]=[C:6]1[CH:5]2[CH2:4][CH:3]([CH2:10][CH:9]2[C:8]([OH:7])=[O:11])[CH2:2]1.